From a dataset of Reaction yield outcomes from USPTO patents with 853,638 reactions. Predict the reaction yield, written as a fraction of the theoretical maximum amount of product (1.0 means a 100% yield; for example, 0.34 means a 34% yield). (1) The reactants are Cl.[CH3:2][C:3]1[C:7]([CH2:8][N:9]2[CH:13]=[C:12]([NH2:14])[CH:11]=[N:10]2)=[C:6]([CH3:15])[O:5][N:4]=1.[CH3:16][O:17][C:18]1[CH:19]=[C:20]([CH:24]=[CH:25][CH:26]=1)[C:21](O)=[O:22].C(Cl)CCl.C(N(CC)CC)C. The catalyst is C(Cl)Cl. The product is [CH3:2][C:3]1[C:7]([CH2:8][N:9]2[CH:13]=[C:12]([NH:14][C:21](=[O:22])[C:20]3[CH:24]=[CH:25][CH:26]=[C:18]([O:17][CH3:16])[CH:19]=3)[CH:11]=[N:10]2)=[C:6]([CH3:15])[O:5][N:4]=1. The yield is 0.430. (2) The reactants are [C:1]([O:5][C:6](=[O:15])[NH:7][CH:8]1[CH2:13][CH2:12][C:11](=O)[CH2:10][CH2:9]1)([CH3:4])([CH3:3])[CH3:2].[NH:16]1[CH2:21][CH2:20][O:19][CH2:18][CH2:17]1.C(O[BH-](OC(=O)C)OC(=O)C)(=O)C.[Na+]. The catalyst is C(Cl)Cl.C(O)(=O)C. The product is [C:1]([O:5][C:6](=[O:15])[NH2:7])([CH3:4])([CH3:3])[CH3:2].[N:16]1([CH:11]2[CH2:12][CH2:13][CH:8]([NH2:7])[CH2:9][CH2:10]2)[CH2:21][CH2:20][O:19][CH2:18][CH2:17]1. The yield is 0.130. (3) The reactants are O.[C:2]1(C)C=CC(S(O)(=O)=O)=C[CH:3]=1.[I-].C[N+](C)(C)CCCC1NC=C(CCC)C=1.C([C:31]1[NH:35][C:34]([CH2:36][CH2:37][C:38]([OH:40])=[O:39])=[CH:33][C:32]=1[CH2:41][CH2:42][CH3:43])=O. The catalyst is C(O)C. The product is [CH2:41]([C:32]1[CH:33]=[C:34]([CH2:36][CH2:37][C:38]([O:40][CH2:2][CH3:3])=[O:39])[NH:35][CH:31]=1)[CH2:42][CH3:43]. The yield is 0.830. (4) The reactants are C([O:3][CH:4](OCC)[C:5]1[CH:10]=[CH:9][C:8]([CH:11]2[NH:23][C:21]3[C:22]4[C:13](=[N:14][NH:15][C:16](=[O:24])[C:17]=4[CH:18]=[CH:19][CH:20]=3)[CH:12]2[C:25]2[CH:35]=[CH:34][C:28]([C:29]([N:31]([CH3:33])[CH3:32])=[O:30])=[CH:27][CH:26]=2)=[CH:7][CH:6]=1)C.FC(F)(F)C(O)=O. The catalyst is C(#N)C. The product is [CH:4]([C:5]1[CH:6]=[CH:7][C:8]([CH:11]2[NH:23][C:21]3[C:22]4[C:13](=[N:14][NH:15][C:16](=[O:24])[C:17]=4[CH:18]=[CH:19][CH:20]=3)[CH:12]2[C:25]2[CH:26]=[CH:27][C:28]([C:29]([N:31]([CH3:33])[CH3:32])=[O:30])=[CH:34][CH:35]=2)=[CH:9][CH:10]=1)=[O:3]. The yield is 0.910. (5) The reactants are [C:1]([O:5][C:6]([N:8]1[CH2:12][CH2:11][CH2:10][CH:9]1[C:13]1[NH:14][C:15]([C:18]2[CH:23]=[CH:22][C:21]([C:24]3[C:33]4[C:28](=[C:29](OS(C(F)(F)F)(=O)=O)[CH:30]=[CH:31][CH:32]=4)[CH:27]=[CH:26][CH:25]=3)=[CH:20][CH:19]=2)=[CH:16][N:17]=1)=[O:7])([CH3:4])([CH3:3])[CH3:2].[B:42]1([B:42]2[O:46][C:45]([CH3:48])([CH3:47])[C:44]([CH3:50])([CH3:49])[O:43]2)[O:46][C:45]([CH3:48])([CH3:47])[C:44]([CH3:50])([CH3:49])[O:43]1.C([O-])(=O)C.[K+]. The catalyst is O1CCOCC1.C(OCC)(=O)C.C1C=CC(P(C2C=CC=CC=2)[C-]2C=CC=C2)=CC=1.C1C=CC(P(C2C=CC=CC=2)[C-]2C=CC=C2)=CC=1.Cl[Pd]Cl.[Fe+2]. The product is [C:1]([O:5][C:6]([N:8]1[CH2:12][CH2:11][CH2:10][CH:9]1[C:13]1[NH:14][C:15]([C:18]2[CH:23]=[CH:22][C:21]([C:24]3[C:33]4[C:28](=[C:29]([B:42]5[O:46][C:45]([CH3:48])([CH3:47])[C:44]([CH3:50])([CH3:49])[O:43]5)[CH:30]=[CH:31][CH:32]=4)[CH:27]=[CH:26][CH:25]=3)=[CH:20][CH:19]=2)=[CH:16][N:17]=1)=[O:7])([CH3:3])([CH3:2])[CH3:4]. The yield is 1.00.